This data is from Catalyst prediction with 721,799 reactions and 888 catalyst types from USPTO. The task is: Predict which catalyst facilitates the given reaction. The catalyst class is: 13. Product: [C:18]([O:21][C:22](=[O:23])[N:7]([CH2:6][C:5]1[C:4]([F:16])=[CH:3][C:2]([Br:1])=[CH:14][C:13]=1[F:15])[CH2:8][CH2:9][CH:10]([CH3:11])[CH3:12])([CH3:20])([CH3:19])[CH3:17]. Reactant: [Br:1][C:2]1[CH:14]=[C:13]([F:15])[C:5]([CH2:6][NH:7][CH2:8][CH2:9][CH:10]([CH3:12])[CH3:11])=[C:4]([F:16])[CH:3]=1.[CH3:17][C:18]([O:21][C:22](O[C:22]([O:21][C:18]([CH3:20])([CH3:19])[CH3:17])=[O:23])=[O:23])([CH3:20])[CH3:19].C(=O)([O-])[O-].[K+].[K+].O.